This data is from Full USPTO retrosynthesis dataset with 1.9M reactions from patents (1976-2016). The task is: Predict the reactants needed to synthesize the given product. (1) Given the product [Br:14][CH2:13][C:5]1[CH:4]=[CH:3][C:2]([Cl:1])=[CH:12][C:6]=1[C:7]([O:9][CH2:10][CH3:11])=[O:8], predict the reactants needed to synthesize it. The reactants are: [Cl:1][C:2]1[CH:3]=[CH:4][C:5]([CH3:13])=[C:6]([CH:12]=1)[C:7]([O:9][CH2:10][CH3:11])=[O:8].[Br:14]N1C(=O)CCC1=O.C(OOC(=O)C1C=CC=CC=1)(=O)C1C=CC=CC=1. (2) Given the product [Cl:16][C:17]1[CH:25]=[C:24]([C:26]#[C:27][CH2:28][CH2:29][O:30][CH3:31])[C:20]2[O:21][CH2:22][O:23][C:19]=2[C:18]=1[NH:32][C:34]1[C:43]2[C:38](=[CH:39][C:40]([O:51][CH2:52][CH2:53][CH2:54][N:55]3[CH2:56][CH2:57][O:58][CH2:59][CH2:60]3)=[CH:41][C:42]=2[O:44][CH:45]2[CH2:46][CH2:47][O:48][CH2:49][CH2:50]2)[N:37]=[CH:36][N:35]=1, predict the reactants needed to synthesize it. The reactants are: C[Si]([N-][Si](C)(C)C)(C)C.[Na+].O1CCCC1.[Cl:16][C:17]1[CH:25]=[C:24]([C:26]#[C:27][CH2:28][CH2:29][O:30][CH3:31])[C:20]2[O:21][CH2:22][O:23][C:19]=2[C:18]=1[NH2:32].Cl[C:34]1[C:43]2[C:38](=[CH:39][C:40]([O:51][CH2:52][CH2:53][CH2:54][N:55]3[CH2:60][CH2:59][O:58][CH2:57][CH2:56]3)=[CH:41][C:42]=2[O:44][CH:45]2[CH2:50][CH2:49][O:48][CH2:47][CH2:46]2)[N:37]=[CH:36][N:35]=1. (3) Given the product [CH:16]([CH:10]([CH2:9][C:3]1[CH:8]=[CH:7][CH:6]=[CH:5][CH:4]=1)[C:11]([O:13][CH2:14][CH3:15])=[O:12])=[O:17], predict the reactants needed to synthesize it. The reactants are: [H-].[Na+].[C:3]1([CH2:9][CH2:10][C:11]([O:13][CH2:14][CH3:15])=[O:12])[CH:8]=[CH:7][CH:6]=[CH:5][CH:4]=1.[CH:16](OCC)=[O:17].C(O)(=O)CC(CC(O)=O)(C(O)=O)O.